Dataset: Full USPTO retrosynthesis dataset with 1.9M reactions from patents (1976-2016). Task: Predict the reactants needed to synthesize the given product. (1) Given the product [Cl:1][C:2]1[C:3]([CH:17]2[CH2:19][CH2:18]2)=[N:4][CH:5]=[CH:6][CH:7]=1, predict the reactants needed to synthesize it. The reactants are: [Cl:1][C:2]1[C:3](Br)=[N:4][CH:5]=[CH:6][CH:7]=1.[O-]P([O-])([O-])=O.[K+].[K+].[K+].[CH:17]1(B(O)O)[CH2:19][CH2:18]1.C1(P(C2CCCCC2)C2CCCCC2)CCCCC1. (2) Given the product [Cl:11][C:9]1[CH:8]=[CH:7][C:3]([C:4]([OH:6])=[O:5])=[C:2]([NH:12][CH2:13][C:14]2[CH:19]=[CH:18][CH:17]=[CH:16][N:15]=2)[N:10]=1, predict the reactants needed to synthesize it. The reactants are: Cl[C:2]1[N:10]=[C:9]([Cl:11])[CH:8]=[CH:7][C:3]=1[C:4]([OH:6])=[O:5].[NH2:12][CH2:13][C:14]1[CH:19]=[CH:18][CH:17]=[CH:16][N:15]=1. (3) Given the product [C:18]([O:22][C:23](=[O:44])[NH:24][C:25]1([C:29]2[CH:30]=[CH:31][C:32]([C:2]3[C:7]([C:8]4[CH:13]=[CH:12][CH:11]=[CH:10][CH:9]=4)=[CH:6][N:5]4[CH:14]=[C:15]([CH3:17])[N:16]=[C:4]4[N:3]=3)=[CH:33][CH:34]=2)[CH2:26][CH2:27][CH2:28]1)([CH3:21])([CH3:19])[CH3:20], predict the reactants needed to synthesize it. The reactants are: Cl[C:2]1[C:7]([C:8]2[CH:13]=[CH:12][CH:11]=[CH:10][CH:9]=2)=[CH:6][N:5]2[CH:14]=[C:15]([CH3:17])[N:16]=[C:4]2[N:3]=1.[C:18]([O:22][C:23](=[O:44])[NH:24][C:25]1([C:29]2[CH:34]=[CH:33][C:32](B3OC(C)(C)C(C)(C)O3)=[CH:31][CH:30]=2)[CH2:28][CH2:27][CH2:26]1)([CH3:21])([CH3:20])[CH3:19].C(=O)([O-])[O-].[K+].[K+].O. (4) The reactants are: [N:1]1([C:7]2[CH:8]=[C:9]([C:13](=[O:15])[CH3:14])[CH:10]=[CH:11][CH:12]=2)[CH2:6][CH2:5][NH:4][CH2:3][CH2:2]1.[CH2:16](I)[CH2:17][CH3:18].C([O-])(=O)C([O-])=O. Given the product [CH2:16]([N:4]1[CH2:5][CH2:6][N:1]([C:7]2[CH:8]=[C:9]([C:13](=[O:15])[CH3:14])[CH:10]=[CH:11][CH:12]=2)[CH2:2][CH2:3]1)[CH2:17][CH3:18], predict the reactants needed to synthesize it. (5) Given the product [CH3:74][O:75][CH2:76][CH2:77][O:78][CH2:79][CH2:80][O:81][CH2:82][CH2:83][O:84][CH2:85][CH2:86][O:87][CH2:88][CH2:89][O:90][CH2:91][CH2:92][O:93][CH2:94][CH2:95][O:96][CH2:97][CH2:98][NH:99][C:3]([C@@H:5]1[CH2:9][CH2:8][CH2:7][N:6]1[CH2:10][CH2:11][N:12]([CH3:55])[C:13](=[O:54])[C:14]1[CH:19]=[CH:18][CH:17]=[C:16]([C:20]([NH:21][C:22]2[CH:27]=[CH:26][C:25]([N:28]3[CH2:29][CH2:30][CH2:31][CH2:32][CH2:33]3)=[CH:24][C:23]=2[C:34]2[CH:39]=[C:38]([C:40](=[O:52])[NH:41][C@@H:42]3[C:51]4[C:46](=[CH:47][CH:48]=[CH:49][CH:50]=4)[CH2:45][CH2:44][CH2:43]3)[CH:37]=[CH:36][N:35]=2)=[O:53])[CH:15]=1)=[O:4], predict the reactants needed to synthesize it. The reactants are: CN(CCOCCOCCOCCC(OC(C)(C)C)=O)[C:3]([C@@H:5]1[CH2:9][CH2:8][CH2:7][N:6]1[CH2:10][CH2:11][N:12]([CH3:55])[C:13](=[O:54])[C:14]1[CH:19]=[CH:18][CH:17]=[C:16]([C:20](=[O:53])[NH:21][C:22]2[CH:27]=[CH:26][C:25]([N:28]3[CH2:33][CH2:32][CH2:31][CH2:30][CH2:29]3)=[CH:24][C:23]=2[C:34]2[CH:39]=[C:38]([C:40](=[O:52])[NH:41][C@@H:42]3[C:51]4[C:46](=[CH:47][CH:48]=[CH:49][CH:50]=4)[CH2:45][CH2:44][CH2:43]3)[CH:37]=[CH:36][N:35]=2)[CH:15]=1)=[O:4].[CH3:74][O:75][CH2:76][CH2:77][O:78][CH2:79][CH2:80][O:81][CH2:82][CH2:83][O:84][CH2:85][CH2:86][O:87][CH2:88][CH2:89][O:90][CH2:91][CH2:92][O:93][CH2:94][CH2:95][O:96][CH2:97][CH2:98][NH2:99]. (6) Given the product [NH2:18][C:19]1[C:20]([C:21]#[N:22])=[C:23]([CH:24]=[CH:25][CH:26]=1)[O:1][CH2:2][C:3]([CH3:17])([CH3:16])[C:4]([NH:6][CH2:7][C:8]1[CH:13]=[CH:12][CH:11]=[C:10]([O:14][CH3:15])[CH:9]=1)=[O:5], predict the reactants needed to synthesize it. The reactants are: [OH:1][CH2:2][C:3]([CH3:17])([CH3:16])[C:4]([NH:6][CH2:7][C:8]1[CH:13]=[CH:12][CH:11]=[C:10]([O:14][CH3:15])[CH:9]=1)=[O:5].[NH2:18][C:19]1[CH:26]=[CH:25][CH:24]=[C:23](F)[C:20]=1[C:21]#[N:22]. (7) Given the product [CH2:5]([C:12]1[CH:13]=[C:14]2[C:15]([C:18]([OH:20])=[C:36]([C:37]([O:39][CH2:40][CH3:41])=[O:38])[C:35](=[O:42])[N:23]2[CH2:24][C:25]2[CH:26]=[CH:27][C:28]([S:31]([CH3:34])(=[O:32])=[O:33])=[CH:29][CH:30]=2)=[N:16][CH:17]=1)[C:6]1[CH:7]=[CH:8][CH:9]=[CH:10][CH:11]=1, predict the reactants needed to synthesize it. The reactants are: CC[O-].[Na+].[CH2:5]([C:12]1[CH:13]=[C:14]([N:23]([C:35](=[O:42])[CH2:36][C:37]([O:39][CH2:40][CH3:41])=[O:38])[CH2:24][C:25]2[CH:30]=[CH:29][C:28]([S:31]([CH3:34])(=[O:33])=[O:32])=[CH:27][CH:26]=2)[C:15]([C:18]([O:20]CC)=O)=[N:16][CH:17]=1)[C:6]1[CH:11]=[CH:10][CH:9]=[CH:8][CH:7]=1.Cl. (8) Given the product [NH2:16][C:2]1[C:7]([C:8]([O:10][CH2:11][CH3:12])=[S:9])=[CH:6][N:5]=[C:4]([CH3:13])[N:3]=1, predict the reactants needed to synthesize it. The reactants are: Cl[C:2]1[C:7]([C:8]([O:10][CH2:11][CH3:12])=[S:9])=[CH:6][N:5]=[C:4]([CH3:13])[N:3]=1.C([N:16](CC)CC)C.[OH-].[NH4+].O.